From a dataset of Full USPTO retrosynthesis dataset with 1.9M reactions from patents (1976-2016). Predict the reactants needed to synthesize the given product. (1) Given the product [Cl:1][C:2]1[CH:7]=[C:6]([O:8][CH2:9][CH:10]([OH:11])[CH2:14][OH:13])[CH:5]=[CH:4][C:3]=1[NH:17][C:18]([C:20]1[N:24]=[C:23]([C:25]([Cl:26])([Cl:28])[Cl:27])[N:22]([C:29]2[CH:30]=[CH:31][CH:32]=[CH:33][CH:34]=2)[N:21]=1)=[O:19], predict the reactants needed to synthesize it. The reactants are: [Cl:1][C:2]1[CH:7]=[C:6]([O:8][CH2:9][CH:10]2[CH2:14][O:13]C(C)(C)[O:11]2)[CH:5]=[CH:4][C:3]=1[NH:17][C:18]([C:20]1[N:24]=[C:23]([C:25]([Cl:28])([Cl:27])[Cl:26])[N:22]([C:29]2[CH:34]=[CH:33][CH:32]=[CH:31][CH:30]=2)[N:21]=1)=[O:19].Cl. (2) Given the product [CH3:1][O:2][C:3](=[O:35])[C:4]([NH:7][C:8](=[O:34])[C@@H:9]([NH:26][C:27]([O:29][C:30]([CH3:33])([CH3:32])[CH3:31])=[O:28])[CH2:10][C:11]1[CH:16]=[CH:15][C:14]([O:17][CH2:18][C:19]2[CH:24]=[CH:23][CH:22]=[CH:21][CH:20]=2)=[C:13]([O:25][C:39](=[O:40])[NH:38][CH2:36][CH3:37])[CH:12]=1)([CH3:6])[CH3:5], predict the reactants needed to synthesize it. The reactants are: [CH3:1][O:2][C:3](=[O:35])[C:4]([NH:7][C:8](=[O:34])[C@@H:9]([NH:26][C:27]([O:29][C:30]([CH3:33])([CH3:32])[CH3:31])=[O:28])[CH2:10][C:11]1[CH:16]=[CH:15][C:14]([O:17][CH2:18][C:19]2[CH:24]=[CH:23][CH:22]=[CH:21][CH:20]=2)=[C:13]([OH:25])[CH:12]=1)([CH3:6])[CH3:5].[CH2:36]([N:38]=[C:39]=[O:40])[CH3:37]. (3) Given the product [OH:3][NH:4][C:39](=[O:40])[CH2:38][N:22]1[C:21]2[CH:42]=[C:17]([C:15]([O:14][CH2:12][CH3:13])=[O:16])[CH:18]=[CH:19][C:20]=2[S:25][CH:24]([CH2:26][CH2:27][CH2:28][C:29]2[CH:34]=[CH:33][C:32]([O:35][CH3:36])=[CH:31][CH:30]=2)[C:23]1=[O:37], predict the reactants needed to synthesize it. The reactants are: C[Si](C)(C)[O:3][NH2:4].C(=O)([O-])O.[Na+].[CH2:12]([O:14][C:15]([C:17]1[CH:18]=[CH:19][C:20]2[S:25][C@@H:24]([CH2:26][CH2:27][CH2:28][C:29]3[CH:34]=[CH:33][C:32]([O:35][CH3:36])=[CH:31][CH:30]=3)[C:23](=[O:37])[N:22]([CH2:38][C:39](O)=[O:40])[C:21]=2[CH:42]=1)=[O:16])[CH3:13]. (4) Given the product [CH3:1][O:2][CH2:3][O:4][C:5]1[C:6]([C:18]2[CH:23]=[CH:22][CH:21]=[CH:20][CH:19]=2)=[N:7][C:8]([O:11][C:12]2[CH:17]=[CH:16][CH:15]=[CH:14][CH:13]=2)=[CH:9][C:10]=1[CH:40]=[O:41], predict the reactants needed to synthesize it. The reactants are: [CH3:1][O:2][CH2:3][O:4][C:5]1[C:6]([C:18]2[CH:23]=[CH:22][CH:21]=[CH:20][CH:19]=2)=[N:7][C:8]([O:11][C:12]2[CH:17]=[CH:16][CH:15]=[CH:14][CH:13]=2)=[CH:9][CH:10]=1.[Li]CCCC.CN(CCN(C)C)C.CN([CH:40]=[O:41])C. (5) The reactants are: [NH2:1][CH2:2][C:3]1[CH:18]=[CH:17][C:6]([N:7]([C:9]2[CH:14]=[CH:13][C:12]([O:15][CH3:16])=[CH:11][CH:10]=2)[CH3:8])=[CH:5][CH:4]=1.[N:19]1[CH:24]=[C:23]([C:25]([NH:27][C:28]2([C:31](O)=[O:32])[CH2:30][CH2:29]2)=[O:26])[CH:22]=[N:21][CH:20]=1. Given the product [CH3:16][O:15][C:12]1[CH:13]=[CH:14][C:9]([N:7]([CH3:8])[C:6]2[CH:5]=[CH:4][C:3]([CH2:2][NH:1][C:31]([C:28]3([NH:27][C:25]([C:23]4[CH:22]=[N:21][CH:20]=[N:19][CH:24]=4)=[O:26])[CH2:30][CH2:29]3)=[O:32])=[CH:18][CH:17]=2)=[CH:10][CH:11]=1, predict the reactants needed to synthesize it. (6) Given the product [CH3:27][NH:28][S:29]([C:32]1[CH:33]=[C:34]([CH:37]=[CH:38][CH:39]=1)[CH2:35][NH:36][C:15]([C:12]1[CH:13]=[N:14][C:9]([C:4]2[CH:5]=[C:6]([F:8])[CH:7]=[C:2]([F:1])[CH:3]=2)=[N:10][CH:11]=1)=[O:17])(=[O:30])=[O:31], predict the reactants needed to synthesize it. The reactants are: [F:1][C:2]1[CH:3]=[C:4]([C:9]2[N:14]=[CH:13][C:12]([C:15]([OH:17])=O)=[CH:11][N:10]=2)[CH:5]=[C:6]([F:8])[CH:7]=1.C(N(C(C)C)CC)(C)C.[CH3:27][NH:28][S:29]([C:32]1[CH:33]=[C:34]([CH:37]=[CH:38][CH:39]=1)[CH2:35][NH2:36])(=[O:31])=[O:30].